This data is from Volume of distribution at steady state (VDss) regression data from Lombardo et al.. The task is: Regression/Classification. Given a drug SMILES string, predict its absorption, distribution, metabolism, or excretion properties. Task type varies by dataset: regression for continuous measurements (e.g., permeability, clearance, half-life) or binary classification for categorical outcomes (e.g., BBB penetration, CYP inhibition). For this dataset (vdss_lombardo), we predict log10(VDss) (log10 of volume of distribution in L/kg). (1) The molecule is C[NH+](C)C1C([O-])=C(C(N)=O)C(=O)C2(O)C([O-])=C3C(=O)c4c(O)ccc(Cl)c4C(O)C3CC12. The log10(VDss) is 0.110. (2) The compound is CCCC(C)C1(CC)C(=O)NC(=O)NC1=O. The log10(VDss) is -0.0400. (3) The molecule is O=C(OC1C[N+]2(CCCOc3ccccc3)CCC1CC2)C(O)(c1cccs1)c1cccs1. The log10(VDss) is 0.630. (4) The drug is CCC1C[NH+]2CCC1CC2C(O)c1ccnc2ccc(OC)cc12. The log10(VDss) is 0.450.